From a dataset of Full USPTO retrosynthesis dataset with 1.9M reactions from patents (1976-2016). Predict the reactants needed to synthesize the given product. (1) Given the product [OH:5]/[N:4]=[C:3](\[NH:2][CH3:1])/[C:8](=[N:15]\[O:16][CH2:17][C:18]1[N:23]=[C:22]([NH:24][C:25](=[O:31])[O:26][C:27]([CH3:29])([CH3:30])[CH3:28])[CH:21]=[CH:20][CH:19]=1)/[C:9]1[CH:14]=[CH:13][CH:12]=[CH:11][CH:10]=1, predict the reactants needed to synthesize it. The reactants are: [CH3:1][N:2]1C(=O)[O:5][N:4]=[C:3]1/[C:8](=[N:15]\[O:16][CH2:17][C:18]1[N:23]=[C:22]([NH:24][C:25](=[O:31])[O:26][C:27]([CH3:30])([CH3:29])[CH3:28])[CH:21]=[CH:20][CH:19]=1)/[C:9]1[CH:14]=[CH:13][CH:12]=[CH:11][CH:10]=1.[OH-].[Na+].Cl. (2) The reactants are: [C:1]1([CH2:11]O)[C:10]2[C:5](=[CH:6][CH:7]=[CH:8][CH:9]=2)[CH:4]=[CH:3][CH:2]=1.[C:13]([CH2:21][C:22](=[O:29])[C:23]1[CH:28]=[CH:27][CH:26]=[CH:25][CH:24]=1)(=[O:20])[C:14]1[CH:19]=[CH:18][CH:17]=[CH:16][CH:15]=1. Given the product [C:1]1([CH2:11][CH:21]([C:22]([C:23]2[CH:28]=[CH:27][CH:26]=[CH:25][CH:24]=2)=[O:29])[C:13]([C:14]2[CH:19]=[CH:18][CH:17]=[CH:16][CH:15]=2)=[O:20])[C:10]2[C:5](=[CH:6][CH:7]=[CH:8][CH:9]=2)[CH:4]=[CH:3][CH:2]=1, predict the reactants needed to synthesize it. (3) Given the product [CH:3](=[C:2]1[CH2:1][CH2:11][N:10]([C:13]([O:15][C:16]([CH3:17])([CH3:19])[CH3:18])=[O:14])[CH2:9][CH2:8]1)[CH3:4], predict the reactants needed to synthesize it. The reactants are: [CH2:1]([Li])[CH2:2][CH2:3][CH3:4].O=C1C[CH2:11][N:10]([C:13]([O:15][C:16]([CH3:19])([CH3:18])[CH3:17])=[O:14])[CH2:9][CH2:8]1. (4) Given the product [CH3:16][C:12]1[N:11]=[C:10]([CH2:2][C:1]([O:4][C:5]([CH3:8])([CH3:7])[CH3:6])=[O:3])[CH:15]=[CH:14][CH:13]=1, predict the reactants needed to synthesize it. The reactants are: [C:1]([O:4][C:5]([CH3:8])([CH3:7])[CH3:6])(=[O:3])[CH3:2].Cl[C:10]1[CH:15]=[CH:14][CH:13]=[C:12]([CH3:16])[N:11]=1.[Li+].C[Si]([N-][Si](C)(C)C)(C)C.[Cl-].[NH4+]. (5) The reactants are: [C:1]([O:5][C:6]([NH:8][CH2:9][CH2:10][O:11][C:12]1[CH:21]=[C:20]([C:22]#[N:23])[CH:19]=[CH:18][C:13]=1[C:14](OC)=[O:15])=[O:7])([CH3:4])([CH3:3])[CH3:2].[BH4-].[Li+]. Given the product [C:1]([O:5][C:6]([NH:8][CH2:9][CH2:10][O:11][C:12]1[CH:21]=[C:20]([CH:19]=[CH:18][C:13]=1[CH2:14][OH:15])[C:22]#[N:23])=[O:7])([CH3:4])([CH3:2])[CH3:3], predict the reactants needed to synthesize it. (6) Given the product [F:10][C:9]1[C:2]([N:15]2[CH:16]=[C:12]([CH3:11])[N:13]=[CH:14]2)=[C:3]([CH:6]=[CH:7][CH:8]=1)[C:4]#[N:5], predict the reactants needed to synthesize it. The reactants are: F[C:2]1[C:9]([F:10])=[CH:8][CH:7]=[CH:6][C:3]=1[C:4]#[N:5].[CH3:11][C:12]1[N:13]=[CH:14][NH:15][CH:16]=1.C(=O)([O-])[O-].[K+].[K+]. (7) Given the product [CH2:23]([O:3][C@H:4]1[CH2:8][N:7]([C:9]([O:11][C:12]([CH3:13])([CH3:14])[CH3:15])=[O:10])[C@@H:6]([C:16]([O:18][CH3:19])=[O:17])[CH2:5]1)[CH:22]=[CH2:21], predict the reactants needed to synthesize it. The reactants are: [H-].[Na+].[OH:3][C@H:4]1[CH2:8][N:7]([C:9]([O:11][C:12]([CH3:15])([CH3:14])[CH3:13])=[O:10])[C@@H:6]([C:16]([O:18][CH3:19])=[O:17])[CH2:5]1.Br[CH2:21][CH:22]=[CH2:23]. (8) Given the product [Br:13][C:14]1[CH:15]=[C:16]2[C:21](=[CH:22][CH:23]=1)[CH:20]=[C:19]([O:24][C:2]1[CH:9]=[C:8]([N+:10]([O-:12])=[O:11])[CH:7]=[CH:6][C:3]=1[C:4]#[N:5])[CH:18]=[CH:17]2, predict the reactants needed to synthesize it. The reactants are: F[C:2]1[CH:9]=[C:8]([N+:10]([O-:12])=[O:11])[CH:7]=[CH:6][C:3]=1[C:4]#[N:5].[Br:13][C:14]1[CH:15]=[C:16]2[C:21](=[CH:22][CH:23]=1)[CH:20]=[C:19]([OH:24])[CH:18]=[CH:17]2.C1OCCOCCOCCOCCOCCOC1. (9) Given the product [C:39]1([CH3:49])[CH:40]=[CH:41][C:42]([S:45]([OH:48])(=[O:46])=[O:47])=[CH:43][CH:44]=1.[Cl:1][C:2]1[C:3]([C:35]([F:38])([F:37])[F:36])=[CH:4][C:5]2[N:9]=[C:8]([CH2:10][CH3:11])[N:7]([C:12]3[CH:33]=[CH:32][C:15]([CH2:16][CH2:17][N:18]([S:22]([C:25]4[CH:30]=[CH:29][C:28]([CH3:31])=[CH:27][CH:26]=4)(=[O:23])=[O:24])[C:19](=[O:20])[OH:21])=[CH:14][CH:13]=3)[C:6]=2[CH:34]=1, predict the reactants needed to synthesize it. The reactants are: [Cl:1][C:2]1[C:3]([C:35]([F:38])([F:37])[F:36])=[CH:4][C:5]2[N:9]=[C:8]([CH2:10][CH3:11])[N:7]([C:12]3[CH:33]=[CH:32][C:15]([CH2:16][CH2:17][N:18]([S:22]([C:25]4[CH:30]=[CH:29][C:28]([CH3:31])=[CH:27][CH:26]=4)(=[O:24])=[O:23])[C:19](=[O:21])[O-:20])=[CH:14][CH:13]=3)[C:6]=2[CH:34]=1.[C:39]1([CH3:49])[CH:44]=[CH:43][C:42]([S:45]([OH:48])(=[O:47])=[O:46])=[CH:41][CH:40]=1. (10) Given the product [Cl:36][C:2](=[N:8][C:9]1[CH:14]=[CH:13][CH:12]=[CH:11][C:10]=1[CH3:15])[C:3]([O:5][CH2:6][CH3:7])=[O:4], predict the reactants needed to synthesize it. The reactants are: O=[C:2]([NH:8][C:9]1[CH:14]=[CH:13][CH:12]=[CH:11][C:10]=1[CH3:15])[C:3]([O:5][CH2:6][CH3:7])=[O:4].C1(P(C2C=CC=CC=2)C2C=CC=CC=2)C=CC=CC=1.C(Cl)(Cl)(Cl)[Cl:36].